This data is from Full USPTO retrosynthesis dataset with 1.9M reactions from patents (1976-2016). The task is: Predict the reactants needed to synthesize the given product. Given the product [Cl:18][C:15]1[CH:16]=[CH:17][C:12]([CH:8]([C:5]2[CH:4]=[CH:3][C:2]([Cl:1])=[CH:7][CH:6]=2)[C:9]([NH:19][CH2:20][CH2:21][CH2:22][N:23]2[CH2:28][CH2:27][CH:26]([C:29]3[CH:30]=[C:31]([NH:35][C:36]([CH:38]4[CH2:40][CH2:39]4)=[O:37])[CH:32]=[CH:33][CH:34]=3)[CH2:25][CH2:24]2)=[O:11])=[CH:13][CH:14]=1, predict the reactants needed to synthesize it. The reactants are: [Cl:1][C:2]1[CH:7]=[CH:6][C:5]([CH:8]([C:12]2[CH:17]=[CH:16][C:15]([Cl:18])=[CH:14][CH:13]=2)[C:9]([OH:11])=O)=[CH:4][CH:3]=1.[NH2:19][CH2:20][CH2:21][CH2:22][N:23]1[CH2:28][CH2:27][CH:26]([C:29]2[CH:30]=[C:31]([NH:35][C:36]([CH:38]3[CH2:40][CH2:39]3)=[O:37])[CH:32]=[CH:33][CH:34]=2)[CH2:25][CH2:24]1.